From a dataset of Catalyst prediction with 721,799 reactions and 888 catalyst types from USPTO. Predict which catalyst facilitates the given reaction. Reactant: [CH3:1][O:2][C:3](=[O:20])[C@H:4]([C@H:13]1[CH2:18][CH2:17][C@H:16]([NH2:19])[CH2:15][CH2:14]1)[NH:5]C(OC(C)(C)C)=O.C(=O)([O-])[O-].[K+].[K+].Br[CH2:28][C:29]1[CH:34]=[CH:33][CH:32]=[CH:31][C:30]=1[S:35](Cl)(=[O:37])=[O:36]. Product: [CH3:1][O:2][C:3](=[O:20])[C@@H:4]([NH2:5])[C@H:13]1[CH2:14][CH2:15][C@H:16]([N:19]2[CH2:28][C:29]3[CH:34]=[CH:33][CH:32]=[CH:31][C:30]=3[S:35]2(=[O:37])=[O:36])[CH2:17][CH2:18]1. The catalyst class is: 39.